From a dataset of Forward reaction prediction with 1.9M reactions from USPTO patents (1976-2016). Predict the product of the given reaction. (1) Given the reactants [Cl:1][C:2]1[CH:7]=[C:6](Cl)[N:5]2[N:9]=[C:10]([C:12]3[O:13][CH:14]=[CH:15][CH:16]=3)[CH:11]=[C:4]2[N:3]=1.[NH:17]1[CH2:22][CH2:21][O:20][CH2:19][CH2:18]1, predict the reaction product. The product is: [Cl:1][C:2]1[CH:7]=[C:6]([N:17]2[CH2:22][CH2:21][O:20][CH2:19][CH2:18]2)[N:5]2[N:9]=[C:10]([C:12]3[O:13][CH:14]=[CH:15][CH:16]=3)[CH:11]=[C:4]2[N:3]=1. (2) Given the reactants [CH3:1][S:2][C:3]1[N:12]=[C:6]2[N:7]=[CH:8][CH:9]=[C:10]([OH:11])[N:5]2[N:4]=1.C(=O)([O-])[O-].[K+].[K+].[Br:19][C:20]1[CH:25]=[CH:24][C:23]([CH2:26]Br)=[CH:22][N:21]=1.O, predict the reaction product. The product is: [Br:19][C:20]1[N:21]=[CH:22][C:23]([CH2:26][N:7]2[CH:8]=[CH:9][C:10](=[O:11])[N:5]3[N:4]=[C:3]([S:2][CH3:1])[N:12]=[C:6]23)=[CH:24][CH:25]=1. (3) Given the reactants C[O:2][C:3](=[O:39])[CH2:4][CH2:5][NH:6][C:7](=[O:38])[C:8]1[CH:13]=[CH:12][C:11]([CH:14]([O:22][C:23]2[CH:28]=[CH:27]C(B3OC(C)(C)C(C)(C)O3)=[CH:25][CH:24]=2)[CH2:15][CH2:16][CH2:17][C:18]([F:21])([F:20])[F:19])=[CH:10][CH:9]=1.Br[C:41]1[C:46](C)=C(C)[C:44](C)=[C:43](C)[C:42]=1[CH3:51], predict the reaction product. The product is: [CH3:27][C:28]1[C:43]([CH3:44])=[C:42]([CH3:51])[C:41]([CH3:46])=[C:24]([CH3:25])[C:23]=1[O:22][CH:14]([C:11]1[CH:10]=[CH:9][C:8]([C:7]([NH:6][CH2:5][CH2:4][C:3]([OH:2])=[O:39])=[O:38])=[CH:13][CH:12]=1)[CH2:15][CH2:16][CH2:17][C:18]([F:19])([F:21])[F:20]. (4) Given the reactants [CH3:1][C:2]1[C:11]([CH3:12])=[C:10]2[C:5]([CH2:6][CH2:7][C@:8]([CH2:14][CH2:15][CH2:16][C@@H:17]([CH2:19][CH2:20][CH2:21][C@@H:22]([CH2:24][CH2:25][CH2:26][CH:27]([CH3:29])[CH3:28])[CH3:23])[CH3:18])([CH3:13])[O:9]2)=[CH:4][C:3]=1[OH:30].C([O-])([O-])=O.[K+].[K+].[CH2:37](Br)[CH:38]=[CH2:39].CC(C)=O, predict the reaction product. The product is: [CH2:39]([O:30][C:3]1[CH:4]=[C:5]2[C:10](=[C:11]([CH3:12])[C:2]=1[CH3:1])[O:9][C@:8]([CH3:13])([CH2:14][CH2:15][CH2:16][C@H:17]([CH3:18])[CH2:19][CH2:20][CH2:21][C@H:22]([CH3:23])[CH2:24][CH2:25][CH2:26][CH:27]([CH3:29])[CH3:28])[CH2:7][CH2:6]2)[CH:38]=[CH2:37]. (5) The product is: [C:34]([O:33][C:31]([NH:30][CH2:29][CH2:28][CH2:27][C@H:22]([NH:21][C:12]([C:8]1[C:7](=[O:15])[N:6]([CH2:5][C:4]2[CH:16]=[C:17]([F:19])[CH:18]=[C:2]([F:1])[CH:3]=2)[CH:11]=[CH:10][CH:9]=1)=[O:14])[C:23]([O:25][CH3:26])=[O:24])=[O:32])([CH3:36])([CH3:37])[CH3:35]. Given the reactants [F:1][C:2]1[CH:3]=[C:4]([CH:16]=[C:17]([F:19])[CH:18]=1)[CH2:5][N:6]1[CH:11]=[CH:10][CH:9]=[C:8]([C:12]([OH:14])=O)[C:7]1=[O:15].Cl.[NH2:21][C@@H:22]([CH2:27][CH2:28][CH2:29][NH:30][C:31]([O:33][C:34]([CH3:37])([CH3:36])[CH3:35])=[O:32])[C:23]([O:25][CH3:26])=[O:24].CN(C(ON1N=NC2C=CC=CC1=2)=[N+](C)C)C.F[P-](F)(F)(F)(F)F, predict the reaction product. (6) Given the reactants [Cl:1][C:2]1[N:3]=[N:4][C:5](Cl)=[CH:6][CH:7]=1.CO.[CH3:11][NH2:12], predict the reaction product. The product is: [CH3:11][NH:12][C:5]1[N:4]=[N:3][C:2]([Cl:1])=[CH:7][CH:6]=1. (7) Given the reactants [F:1][C:2]([F:33])([F:32])[C:3]1[C:8]2[NH:9][C:10]([C:12]3[CH2:16][C:15]4([CH2:21][CH2:20][CH2:19][CH2:18][CH2:17]4)[O:14][N:13]=3)=[N:11][C:7]=2[CH:6]=[C:5]([C:22]2[CH:27]=[CH:26][CH:25]=[CH:24][C:23]=2[C:28]([F:31])([F:30])[F:29])[CH:4]=1.CO.[ClH:36], predict the reaction product. The product is: [ClH:36].[F:33][C:2]([F:1])([F:32])[C:3]1[C:8]2[NH:9][C:10]([C:12]3[CH2:16][C:15]4([CH2:17][CH2:18][CH2:19][CH2:20][CH2:21]4)[O:14][N:13]=3)=[N:11][C:7]=2[CH:6]=[C:5]([C:22]2[CH:27]=[CH:26][CH:25]=[CH:24][C:23]=2[C:28]([F:31])([F:30])[F:29])[CH:4]=1. (8) Given the reactants B(Br)(Br)Br.[O:5]([C:12]1[CH:56]=[CH:55][C:15]([CH:16]=[C:17]2[S:21][C:20](=[O:22])[N:19]([CH2:23][C:24]3[CH:29]=[C:28]([O:30]CC4C=CC=CC=4)[C:27]([O:38]CC4C=CC=CC=4)=[C:26]([O:46]CC4C=CC=CC=4)[CH:25]=3)[C:18]2=[O:54])=[CH:14][CH:13]=1)[C:6]1[CH:11]=[CH:10][CH:9]=[CH:8][CH:7]=1.O, predict the reaction product. The product is: [O:5]([C:12]1[CH:13]=[CH:14][C:15]([CH:16]=[C:17]2[S:21][C:20](=[O:22])[N:19]([CH2:23][C:24]3[CH:29]=[C:28]([OH:30])[C:27]([OH:38])=[C:26]([OH:46])[CH:25]=3)[C:18]2=[O:54])=[CH:55][CH:56]=1)[C:6]1[CH:7]=[CH:8][CH:9]=[CH:10][CH:11]=1. (9) Given the reactants [NH2:1][C@@H:2]1[CH2:7][CH2:6][C@@H:5]([C:8]([NH2:10])=[O:9])[CH2:4][C@@H:3]1[F:11].[C:12](O[C:12]([O:14][C:15]([CH3:18])([CH3:17])[CH3:16])=[O:13])([O:14][C:15]([CH3:18])([CH3:17])[CH3:16])=[O:13], predict the reaction product. The product is: [C:15]([O:14][C:12](=[O:13])[NH:1][C@@H:2]1[CH2:7][CH2:6][C@@H:5]([C:8](=[O:9])[NH2:10])[CH2:4][C@@H:3]1[F:11])([CH3:18])([CH3:17])[CH3:16]. (10) Given the reactants [F:1][C:2]([F:12])([F:11])[C:3]1[CH:10]=[CH:9][C:6]([CH2:7][NH2:8])=[CH:5][CH:4]=1.[Cl:13][C:14]1[S:18][C:17]([NH:19][S:20]([C:23]2[CH:31]=[CH:30][C:26]([C:27](O)=[O:28])=[C:25]([C:32]#[N:33])[CH:24]=2)(=[O:22])=[O:21])=[N:16][CH:15]=1, predict the reaction product. The product is: [Cl:13][C:14]1[S:18][C:17]([NH:19][S:20]([C:23]2[CH:31]=[CH:30][C:26]([C:27]([NH:8][CH2:7][C:6]3[CH:9]=[CH:10][C:3]([C:2]([F:11])([F:12])[F:1])=[CH:4][CH:5]=3)=[O:28])=[C:25]([C:32]#[N:33])[CH:24]=2)(=[O:22])=[O:21])=[N:16][CH:15]=1.